From a dataset of Reaction yield outcomes from USPTO patents with 853,638 reactions. Predict the reaction yield, written as a fraction of the theoretical maximum amount of product (1.0 means a 100% yield; for example, 0.34 means a 34% yield). (1) The reactants are [Cl-].[Al+3].[Cl-].[Cl-].[H-].[Al+3].[Li+].[H-].[H-].[H-].[C:11]1([C:17]2[CH:22]=[C:21]([C:23]3[CH:28]=[CH:27][CH:26]=[CH:25][CH:24]=3)[N:20]=[C:19]([O:29][CH2:30][CH2:31][CH2:32][CH2:33][CH2:34][C:35]#[N:36])[CH:18]=2)[CH:16]=[CH:15][CH:14]=[CH:13][CH:12]=1. The catalyst is CCOCC. The product is [NH2:36][CH2:35][CH2:34][CH2:33][CH2:32][CH2:31][CH2:30][O:29][C:19]1[CH:18]=[C:17]([C:11]2[CH:12]=[CH:13][CH:14]=[CH:15][CH:16]=2)[CH:22]=[C:21]([C:23]2[CH:28]=[CH:27][CH:26]=[CH:25][CH:24]=2)[N:20]=1. The yield is 0.710. (2) The catalyst is CN(C=O)C. The yield is 0.720. The reactants are [Na+].[C:2]1([S:8]([O-:10])=[O:9])[CH:7]=[CH:6][CH:5]=[CH:4][CH:3]=1.Cl[CH2:12][C:13]1[C:18]([F:19])=[C:17]([N:20]2[CH2:25][CH2:24][O:23][CH2:22][CH2:21]2)[N:16]=[C:15]([C:26]2[CH:31]=[CH:30][CH:29]=[CH:28][N:27]=2)[N:14]=1. The product is [C:2]1([S:8]([CH2:12][C:13]2[C:18]([F:19])=[C:17]([N:20]3[CH2:25][CH2:24][O:23][CH2:22][CH2:21]3)[N:16]=[C:15]([C:26]3[CH:31]=[CH:30][CH:29]=[CH:28][N:27]=3)[N:14]=2)(=[O:10])=[O:9])[CH:7]=[CH:6][CH:5]=[CH:4][CH:3]=1.